From a dataset of Full USPTO retrosynthesis dataset with 1.9M reactions from patents (1976-2016). Predict the reactants needed to synthesize the given product. Given the product [Si:6]([O:13][C:14]1[CH:22]=[CH:21][C:17]2[CH:18]=[C:19]([B:23]([OH:28])[OH:24])[S:20][C:16]=2[CH:15]=1)([C:9]([CH3:12])([CH3:11])[CH3:10])([CH3:8])[CH3:7], predict the reactants needed to synthesize it. The reactants are: C([Li])CCC.[Si:6]([O:13][C:14]1[CH:22]=[CH:21][C:17]2[CH:18]=[CH:19][S:20][C:16]=2[CH:15]=1)([C:9]([CH3:12])([CH3:11])[CH3:10])([CH3:8])[CH3:7].[B:23](OC(C)C)([O:28]C(C)C)[O:24]C(C)C.O.